Dataset: Full USPTO retrosynthesis dataset with 1.9M reactions from patents (1976-2016). Task: Predict the reactants needed to synthesize the given product. Given the product [C:25]([OH:31])([C:27]([F:30])([F:29])[F:28])=[O:26].[C:68](=[O:67])([O-:69])[NH2:70], predict the reactants needed to synthesize it. The reactants are: CN(C(ON1N=NC2C=CC=NC1=2)=[N+](C)C)C.F[P-](F)(F)(F)(F)F.[C:25]([OH:31])([C:27]([F:30])([F:29])[F:28])=[O:26].N1CCC[C@H]1C1NC(C#CC2C=CC3C(=CC=C(C#CC4NC([C@@H]5CCCN5)=NC=4)C=3)C=2)=CN=1.C[O:67][C:68]([NH:70][C@@H](C(C)C)C(O)=O)=[O:69].